From a dataset of Catalyst prediction with 721,799 reactions and 888 catalyst types from USPTO. Predict which catalyst facilitates the given reaction. (1) Reactant: C([O:3][C:4](=[O:36])[CH2:5][C@H:6]([NH:14][C:15]([C:17]1[CH:21]=[C:20]([O:22][CH2:23][C:24]2([CH3:28])[CH2:27][O:26][CH2:25]2)[N:19]([C:29]2[CH:34]=[CH:33][CH:32]=[CH:31][C:30]=2[F:35])[N:18]=1)=[O:16])[C:7]1[CH:12]=[CH:11][CH:10]=[CH:9][C:8]=1[CH3:13])C.[OH-].[Li+]. Product: [F:35][C:30]1[CH:31]=[CH:32][CH:33]=[CH:34][C:29]=1[N:19]1[C:20]([O:22][CH2:23][C:24]2([CH3:28])[CH2:27][O:26][CH2:25]2)=[CH:21][C:17]([C:15]([NH:14][C@H:6]([C:7]2[CH:12]=[CH:11][CH:10]=[CH:9][C:8]=2[CH3:13])[CH2:5][C:4]([OH:36])=[O:3])=[O:16])=[N:18]1. The catalyst class is: 20. (2) The catalyst class is: 10. Product: [C:2]([C:3]1[S:14][C:15](=[NH:16])[N:12]([CH2:11][CH2:10][CH:9]([CH3:13])[CH3:8])[CH:4]=1)([CH3:7])([CH3:6])[CH3:1]. Reactant: [CH3:1][C:2]([CH3:7])([CH3:6])[CH2:3][CH:4]=O.[CH3:8][CH:9]([CH3:13])[CH2:10][CH2:11][NH2:12].[S-:14][C:15]#[N:16].[K+].II. (3) Reactant: BrC1C=CC(O)=C([C:8]2[CH:17]=[CH:16][C:15]3[C:10](=[CH:11][CH:12]=[C:13]([C:18]4[N:22]([CH:23]5[CH2:28][CH2:27][CH2:26][CH2:25][CH2:24]5)[C:21]5[CH:29]=[CH:30][C:31]([C:33]([OH:35])=[O:34])=[CH:32][C:20]=5[N:19]=4)[CH:14]=3)[N:9]=2)C=1.C([O:39][C:40]([C:42]1C=CC2N(C3CCCCC3)C(C3C=CC(N)=C(C=O)C=3)=NC=2[CH:43]=1)=O)C.OCCCC(=O)C.[OH-].[K+]. Product: [CH:23]1([N:22]2[C:21]3[CH:29]=[CH:30][C:31]([C:33]([OH:35])=[O:34])=[CH:32][C:20]=3[N:19]=[C:18]2[C:13]2[CH:14]=[C:15]3[C:10](=[CH:11][CH:12]=2)[N:9]=[C:8]([CH2:43][CH2:42][CH2:40][OH:39])[CH:17]=[CH:16]3)[CH2:28][CH2:27][CH2:26][CH2:25][CH2:24]1. The catalyst class is: 8. (4) Reactant: [CH3:1][O:2][C:3]1[C:8]2[S:9][C:10]3[CH:15]=[CH:14][CH:13]=[CH:12][C:11]=3[C:7]=2[CH:6]=[CH:5][CH:4]=1.[Br:16]Br.O. Product: [Br:16][C:6]1[C:7]2[C:11]3[CH:12]=[CH:13][CH:14]=[CH:15][C:10]=3[S:9][C:8]=2[C:3]([O:2][CH3:1])=[CH:4][CH:5]=1. The catalyst class is: 15.